This data is from Forward reaction prediction with 1.9M reactions from USPTO patents (1976-2016). The task is: Predict the product of the given reaction. (1) Given the reactants [CH3:1][CH:2]1[C:11](=[O:12])[CH2:10][CH2:9][C:4]2([O:8][CH2:7][CH2:6][O:5]2)[CH2:3]1.[CH2:13]=[O:14].Cl.[Cl-].[NH4+], predict the reaction product. The product is: [OH:14][CH2:13][C:2]1([CH3:1])[C:11](=[O:12])[CH2:10][CH2:9][C:4]2([O:5][CH2:6][CH2:7][O:8]2)[CH2:3]1. (2) Given the reactants C1N=C[N:3]([C:6](N2C=NC=C2)=[S:7])C=1.[NH2:13][C:14]1[CH:23]=[CH:22][C:21]2[C:16](=[CH:17][CH:18]=[CH:19][CH:20]=2)[N:15]=1.C([O-])(=O)C.[NH4+], predict the reaction product. The product is: [N:15]1[C:16]2[C:21](=[CH:20][CH:19]=[CH:18][CH:17]=2)[CH:22]=[CH:23][C:14]=1[NH:13][C:6]([NH2:3])=[S:7]. (3) Given the reactants [CH3:1][C:2]([CH3:29])([S:25]([NH2:28])(=[O:27])=[O:26])[CH2:3][CH2:4][CH2:5][N:6]1[C:18]2[C:17]3[CH:16]=[CH:15][C:14](Br)=[CH:13][C:12]=3[N:11]=[C:10]([NH2:20])[C:9]=2[N:8]=[C:7]1[CH2:21][O:22][CH2:23][CH3:24].[C:30]1(B(O)O)[CH:35]=[CH:34][CH:33]=[CH:32][CH:31]=1, predict the reaction product. The product is: [CH3:1][C:2]([CH3:29])([S:25]([NH2:28])(=[O:27])=[O:26])[CH2:3][CH2:4][CH2:5][N:6]1[C:18]2[C:17]3[CH:16]=[CH:15][C:14]([C:30]4[CH:35]=[CH:34][CH:33]=[CH:32][CH:31]=4)=[CH:13][C:12]=3[N:11]=[C:10]([NH2:20])[C:9]=2[N:8]=[C:7]1[CH2:21][O:22][CH2:23][CH3:24]. (4) Given the reactants [NH:1]1[CH2:6][CH2:5][CH2:4][CH2:3][CH:2]1[CH2:7][CH2:8][O:9][C:10]1[CH:15]=[CH:14][C:13]([C:16]2[NH:20][C:19]3[CH:21]=[CH:22][C:23]([C:25]([NH2:27])=[O:26])=[CH:24][C:18]=3[N:17]=2)=[CH:12][CH:11]=1.[C:28](OC(=O)C)(=[O:30])[CH3:29], predict the reaction product. The product is: [C:28]([N:1]1[CH2:6][CH2:5][CH2:4][CH2:3][CH:2]1[CH2:7][CH2:8][O:9][C:10]1[CH:11]=[CH:12][C:13]([C:16]2[NH:20][C:19]3[CH:21]=[CH:22][C:23]([C:25]([NH2:27])=[O:26])=[CH:24][C:18]=3[N:17]=2)=[CH:14][CH:15]=1)(=[O:30])[CH3:29]. (5) The product is: [CH3:1][O:2][C:3]([C:4]1[CH:5]=[C:6]2[C:7](=[CH:8][CH:9]=1)[NH:10][C:15]([CH2:16][CH2:17][O:18][CH:19]1[CH2:24][CH2:23][CH2:22][CH2:21][O:20]1)=[CH:14]2)=[O:25]. Given the reactants [CH3:1][O:2][C:3](=[O:25])[C:4]1[CH:9]=[CH:8][C:7]([NH:10]C(=O)C)=[C:6]([C:14]#[C:15][CH2:16][CH2:17][O:18][CH:19]2[CH2:24][CH2:23][CH2:22][CH2:21][O:20]2)[CH:5]=1.[F-].C([N+](CCCC)(CCCC)CCCC)CCC, predict the reaction product.